From a dataset of Forward reaction prediction with 1.9M reactions from USPTO patents (1976-2016). Predict the product of the given reaction. (1) Given the reactants [N+:1]([C:4]1[CH:5]=[C:6]([CH:19]=[CH:20][CH:21]=1)[CH:7]=[N:8][C:9]1[CH:14]=[CH:13][C:12]([C:15]([F:18])([F:17])[F:16])=[CH:11][CH:10]=1)([O-:3])=[O:2].O.[O-]S(C(F)(F)F)(=O)=O.[Yb+3].[O-]S(C(F)(F)F)(=O)=O.[O-]S(C(F)(F)F)(=O)=O.[CH:48](=[O:52])[CH:49]([CH3:51])[CH3:50].O, predict the reaction product. The product is: [CH3:50][C:49]1([CH3:51])[CH:48]([OH:52])[C:10]2[C:9](=[CH:14][CH:13]=[C:12]([C:15]([F:16])([F:17])[F:18])[CH:11]=2)[NH:8][CH:7]1[C:6]1[CH:19]=[CH:20][CH:21]=[C:4]([N+:1]([O-:3])=[O:2])[CH:5]=1. (2) Given the reactants [CH2:1]([C:3]1[CH:8]=[C:7]([N+:9]([O-])=O)[C:6]([O:12][CH3:13])=[CH:5][C:4]=1[N:14]1[CH2:19][CH2:18][CH:17]([N:20]2[CH2:25][CH2:24][N:23]([S:26]([CH3:29])(=[O:28])=[O:27])[CH2:22][CH2:21]2)[CH2:16][CH2:15]1)[CH3:2], predict the reaction product. The product is: [CH2:1]([C:3]1[C:4]([N:14]2[CH2:19][CH2:18][CH:17]([N:20]3[CH2:21][CH2:22][N:23]([S:26]([CH3:29])(=[O:27])=[O:28])[CH2:24][CH2:25]3)[CH2:16][CH2:15]2)=[CH:5][C:6]([O:12][CH3:13])=[C:7]([CH:8]=1)[NH2:9])[CH3:2]. (3) Given the reactants [CH3:1][N:2]([S:21]([C:24]1[S:25][CH:26]=[CH:27][CH:28]=1)(=[O:23])=[O:22])[C:3]1[CH:4]=[CH:5][CH:6]=[C:7]2[C:11]=1[NH:10][C:9]([C:12]1[S:13][CH:14]([CH2:17][C:18]([OH:20])=O)[CH2:15][N:16]=1)=[CH:8]2.N1(O)C2C=CC=CC=2N=N1.Cl.CN(C)CCCN=C=NCC.[NH2:51][CH2:52][CH2:53][OH:54], predict the reaction product. The product is: [OH:54][CH2:53][CH2:52][NH:51][C:18](=[O:20])[CH2:17][CH:14]1[S:13][C:12]([C:9]2[NH:10][C:11]3[C:7]([CH:8]=2)=[CH:6][CH:5]=[CH:4][C:3]=3[N:2]([CH3:1])[S:21]([C:24]2[S:25][CH:26]=[CH:27][CH:28]=2)(=[O:23])=[O:22])=[N:16][CH2:15]1. (4) Given the reactants [C:1]([O:5][C:6]([N:8]1[CH2:13][CH2:12][CH2:11][CH2:10][C@@H:9]1[CH:14]=O)=[O:7])([CH3:4])([CH3:3])[CH3:2].C([O-])([O-])=O.[Na+].[Na+].Cl.[NH2:23][OH:24], predict the reaction product. The product is: [C:1]([O:5][C:6]([N:8]1[CH2:13][CH2:12][CH2:11][CH2:10][C@@H:9]1[CH:14]=[N:23][OH:24])=[O:7])([CH3:4])([CH3:3])[CH3:2]. (5) Given the reactants [C:1]([O:5][C:6](=[O:40])[N:7]([C@H:9]([C:11](=[O:39])[NH:12][C@@H:13]1[C:19](=[O:20])[N:18]([CH2:21][C:22]2[C:31]3[C:26](=[CH:27][C:28]([Br:32])=[CH:29][CH:30]=3)[CH:25]=[CH:24][C:23]=2[O:33][CH3:34])[C:17]2[CH:35]=[CH:36][CH:37]=[CH:38][C:16]=2[NH:15][CH2:14]1)[CH3:10])[CH3:8])([CH3:4])([CH3:3])[CH3:2].[N:41]1[CH:46]=[C:45]([C:47]([OH:49])=O)[N:44]=[CH:43][C:42]=1[C:50]([OH:52])=O.O=P(Cl)(Cl)Cl, predict the reaction product. The product is: [Br:32][C:28]1[CH:27]=[C:26]2[C:31](=[CH:30][CH:29]=1)[C:22]([CH2:21][N:18]1[C:17]3[CH:35]=[CH:36][CH:37]=[CH:38][C:16]=3[N:15]([C:47]([C:45]3[CH:46]=[N:41][C:42]([C:50]([N:15]4[C:16]5[CH:38]=[CH:37][CH:36]=[CH:35][C:17]=5[N:18]([CH2:21][C:22]5[C:31]6[C:26](=[CH:27][C:28]([Br:32])=[CH:29][CH:30]=6)[CH:25]=[CH:24][C:23]=5[O:33][CH3:34])[C:19](=[O:20])[C@@H:13]([NH:12][C:11](=[O:39])[C@@H:9]([N:7]([C:6]([O:5][C:1]([CH3:4])([CH3:3])[CH3:2])=[O:40])[CH3:8])[CH3:10])[CH2:14]4)=[O:52])=[CH:43][N:44]=3)=[O:49])[CH2:14][C@H:13]([NH:12][C:11](=[O:39])[C@@H:9]([N:7]([CH3:8])[C:6](=[O:40])[O:5][C:1]([CH3:2])([CH3:3])[CH3:4])[CH3:10])[C:19]1=[O:20])=[C:23]([O:33][CH3:34])[CH:24]=[CH:25]2. (6) Given the reactants [I:1]N1C(=O)CCC1=O.[F:9][C:10]([F:19])([F:18])[C:11]1[CH:16]=[CH:15][C:14]([OH:17])=[CH:13][CH:12]=1.S(=O)(=O)(O)O, predict the reaction product. The product is: [I:1][C:13]1[CH:12]=[C:11]([C:10]([F:18])([F:19])[F:9])[CH:16]=[CH:15][C:14]=1[OH:17]. (7) Given the reactants CCN(C(C)C)C(C)C.[OH:10][C:11]1[CH:19]=[CH:18][C:14]([C:15]([OH:17])=O)=[CH:13][CH:12]=1.CCN=C=NCCCN(C)C.C1C=CC2N(O)N=NC=2C=1.Cl.[CH2:42]([O:44][C:45](=[O:48])[CH2:46][NH2:47])[CH3:43], predict the reaction product. The product is: [CH2:42]([O:44][C:45](=[O:48])[CH2:46][NH:47][C:15](=[O:17])[C:14]1[CH:13]=[CH:12][C:11]([OH:10])=[CH:19][CH:18]=1)[CH3:43]. (8) Given the reactants C(N(CC)CC)C.Cl.[CH2:9]([O:11][C:12](=[O:15])[CH2:13][NH2:14])[CH3:10].[OH:16][C@@H:17]([C:23]1[CH:28]=[CH:27][CH:26]=[CH:25][CH:24]=1)[C:18](=[CH2:22])[C:19](O)=[O:20].C1(N=C=NC2CCCCC2)CCCCC1, predict the reaction product. The product is: [CH2:9]([O:11][C:12](=[O:15])[CH2:13][NH:14][C:19](=[O:20])[C:18](=[CH2:22])[C@@H:17]([OH:16])[C:23]1[CH:24]=[CH:25][CH:26]=[CH:27][CH:28]=1)[CH3:10]. (9) Given the reactants [C:1]([C:3]1[CH:11]=[CH:10][C:6]([C:7]([OH:9])=O)=[CH:5][CH:4]=1)#[N:2].ON1C2C=CC=CC=2N=N1.[NH:22]1[CH2:27][CH2:26][CH:25]([C:28]2[CH:45]=[CH:44][C:31]3[CH2:32][CH2:33][N:34]([C:37]([O:39][C:40]([CH3:43])([CH3:42])[CH3:41])=[O:38])[CH2:35][CH2:36][C:30]=3[CH:29]=2)[CH2:24][CH2:23]1, predict the reaction product. The product is: [C:1]([C:3]1[CH:4]=[CH:5][C:6]([C:7]([N:22]2[CH2:27][CH2:26][CH:25]([C:28]3[CH:45]=[CH:44][C:31]4[CH2:32][CH2:33][N:34]([C:37]([O:39][C:40]([CH3:41])([CH3:42])[CH3:43])=[O:38])[CH2:35][CH2:36][C:30]=4[CH:29]=3)[CH2:24][CH2:23]2)=[O:9])=[CH:10][CH:11]=1)#[N:2]. (10) Given the reactants [C:1]([NH:4][C:5]1[C:10]([F:11])=[C:9](Cl)[N:8]=[C:7]([C:13]([O:15][CH3:16])=[O:14])[C:6]=1[Cl:17])(=[O:3])[CH3:2].NC1C(F)=C([Br:26])N=C(C(OC)=O)C=1Cl, predict the reaction product. The product is: [C:1]([NH:4][C:5]1[C:10]([F:11])=[C:9]([Br:26])[N:8]=[C:7]([C:13]([O:15][CH3:16])=[O:14])[C:6]=1[Cl:17])(=[O:3])[CH3:2].